This data is from Peptide-MHC class I binding affinity with 185,985 pairs from IEDB/IMGT. The task is: Regression. Given a peptide amino acid sequence and an MHC pseudo amino acid sequence, predict their binding affinity value. This is MHC class I binding data. (1) The peptide sequence is QTHIKTIAV. The MHC is HLA-A02:03 with pseudo-sequence HLA-A02:03. The binding affinity (normalized) is 0.426. (2) The peptide sequence is QHTRRVSVL. The MHC is HLA-A11:01 with pseudo-sequence HLA-A11:01. The binding affinity (normalized) is 0.0847. (3) The peptide sequence is WHQARFEEL. The MHC is HLA-B08:03 with pseudo-sequence HLA-B08:03. The binding affinity (normalized) is 0.0847.